From a dataset of Full USPTO retrosynthesis dataset with 1.9M reactions from patents (1976-2016). Predict the reactants needed to synthesize the given product. (1) Given the product [O:6]1[CH:7]=[CH:8][CH:9]=[C:5]1[C:2](=[O:4])[CH2:3][C:10](=[O:16])[C:11]([O:13][CH3:14])=[O:12], predict the reactants needed to synthesize it. The reactants are: [Na].[C:2]([C:5]1[O:6][CH:7]=[CH:8][CH:9]=1)(=[O:4])[CH3:3].[C:10](OCC)(=[O:16])[C:11]([O:13][CH2:14]C)=[O:12].OS(O)(=O)=O. (2) Given the product [Cl:15][C:5]1[C:6]([NH:8][C:9]2[S:10][C:11]([CH3:14])=[CH:12][N:13]=2)=[N:7][C:2]([NH:25][C@H:23]([C:20]2[CH:21]=[CH:22][C:17]([F:16])=[CH:18][CH:19]=2)[CH3:24])=[N:3][CH:4]=1, predict the reactants needed to synthesize it. The reactants are: Cl[C:2]1[N:7]=[C:6]([NH:8][C:9]2[S:10][C:11]([CH3:14])=[CH:12][N:13]=2)[C:5]([Cl:15])=[CH:4][N:3]=1.[F:16][C:17]1[CH:22]=[CH:21][C:20]([C@@H:23]([NH2:25])[CH3:24])=[CH:19][CH:18]=1.CCN(C(C)C)C(C)C. (3) Given the product [Br:1][C:2]1[CH:3]=[C:4]([C:9]2[C:13]([CH2:14][OH:15])=[CH:12][O:11][N:10]=2)[CH:5]=[CH:6][C:7]=1[F:8], predict the reactants needed to synthesize it. The reactants are: [Br:1][C:2]1[CH:3]=[C:4]([C:9]2[C:13]([C:14](OCC)=[O:15])=[CH:12][O:11][N:10]=2)[CH:5]=[CH:6][C:7]=1[F:8].[H-].C([Al+]CC(C)C)C(C)C.Cl. (4) Given the product [F:68][C:67]1[C:62]([B-:39]([C:40]2[C:45]([F:46])=[C:44]([F:47])[C:43]([F:48])=[C:42]([F:49])[C:41]=2[F:50])([C:38]2[C:37]([F:73])=[C:36]([F:74])[C:35]([F:75])=[C:34]([F:76])[C:33]=2[F:32])[C:51]2[C:52]([F:61])=[C:53]([F:60])[C:54]([F:59])=[C:55]([F:58])[C:56]=2[F:57])=[C:63]([F:72])[C:64]([F:71])=[C:65]([F:70])[C:66]=1[F:69].[C:9]1([S+:15]([C:26]2[CH:31]=[CH:30][CH:29]=[CH:28][CH:27]=2)[C:16]2[CH:21]=[CH:20][CH:19]=[C:18]([C:22]([F:25])([F:23])[F:24])[CH:17]=2)[CH:10]=[CH:11][CH:12]=[CH:13][CH:14]=1, predict the reactants needed to synthesize it. The reactants are: [O-]S(C(F)(F)F)(=O)=O.[C:9]1([S+:15]([C:26]2[CH:31]=[CH:30][CH:29]=[CH:28][CH:27]=2)[C:16]2[CH:21]=[CH:20][CH:19]=[C:18]([C:22]([F:25])([F:24])[F:23])[CH:17]=2)[CH:14]=[CH:13][CH:12]=[CH:11][CH:10]=1.[F:32][C:33]1[C:38]([B-:39]([C:62]2[C:67]([F:68])=[C:66]([F:69])[C:65]([F:70])=[C:64]([F:71])[C:63]=2[F:72])([C:51]2[C:56]([F:57])=[C:55]([F:58])[C:54]([F:59])=[C:53]([F:60])[C:52]=2[F:61])[C:40]2[C:45]([F:46])=[C:44]([F:47])[C:43]([F:48])=[C:42]([F:49])[C:41]=2[F:50])=[C:37]([F:73])[C:36]([F:74])=[C:35]([F:75])[C:34]=1[F:76].[Li+].CO.FC1C([B-](C2C(F)=C(F)C(F)=C(F)C=2F)(C2C(F)=C(F)C(F)=C(F)C=2F)C2C(F)=C(F)C(F)=C(F)C=2F)=C(F)C(F)=C(F)C=1F.[Li+].[O-]S(C(F)(F)F)(=O)=O. (5) Given the product [CH3:13][C:14]1[CH:15]=[C:16]([S:20]([NH:1][C:2]2[S:3][CH:4]=[C:5]([CH2:7][C:8]([O:10][CH2:11][CH3:12])=[O:9])[N:6]=2)(=[O:22])=[O:21])[CH:17]=[CH:18][CH:19]=1, predict the reactants needed to synthesize it. The reactants are: [NH2:1][C:2]1[S:3][CH:4]=[C:5]([CH2:7][C:8]([O:10][CH2:11][CH3:12])=[O:9])[N:6]=1.[CH3:13][C:14]1[CH:15]=[C:16]([S:20](Cl)(=[O:22])=[O:21])[CH:17]=[CH:18][CH:19]=1. (6) Given the product [CH3:20][C:19]12[C:8]3([CH3:7])[N:18]4[CH:2]([CH2:3][OH:4])[CH2:5][N:9]3[CH2:10][CH2:11][N:12]1[CH2:13][CH2:14][N:15]2[CH2:16][CH2:17]4, predict the reactants needed to synthesize it. The reactants are: Br[CH:2]([CH2:5]Br)[CH2:3][OH:4].[CH3:7][C:8]12[C:19]3([CH3:20])[N:12]([CH2:13][CH2:14][N:15]3[CH2:16][CH2:17][NH:18]1)[CH2:11][CH2:10][NH:9]2.C([O-])([O-])=O.[K+].[K+].